The task is: Predict the reactants needed to synthesize the given product.. This data is from Full USPTO retrosynthesis dataset with 1.9M reactions from patents (1976-2016). (1) Given the product [CH3:25][CH:19]1[CH2:18][CH2:17][C:16]2[C:21](=[CH:22][C:13]([O:12][CH3:11])=[CH:14][CH:15]=2)[C:20]1=[O:23], predict the reactants needed to synthesize it. The reactants are: [Si]([N-][Si](C)(C)C)(C)(C)C.[Li+].[CH3:11][O:12][C:13]1[CH:22]=[C:21]2[C:16]([CH2:17][CH2:18][CH2:19][C:20]2=[O:23])=[CH:15][CH:14]=1.I[CH3:25]. (2) Given the product [Br:6][C:7]1[CH:8]=[CH:9][C:10]([CH2:13][CH2:14][N:16]([CH3:17])[CH3:18])=[CH:11][CH:12]=1, predict the reactants needed to synthesize it. The reactants are: CCOCC.[Br:6][C:7]1[CH:12]=[CH:11][C:10]([CH2:13][C:14]([N:16]([CH3:18])[CH3:17])=O)=[CH:9][CH:8]=1.CCOCC.C1COCC1.[OH-].[Na+].